Task: Predict the reaction yield, written as a fraction of the theoretical maximum amount of product (1.0 means a 100% yield; for example, 0.34 means a 34% yield).. Dataset: Reaction yield outcomes from USPTO patents with 853,638 reactions (1) The reactants are [C:1]([O:8][CH3:9])(=[O:7])/[CH:2]=[CH:3]/[C:4]([OH:6])=[O:5].[CH3:10][CH:11]([CH3:18])[C:12]([O:14][CH2:15][CH2:16]Cl)=[O:13]. The catalyst is CN1C(=O)CCC1. The product is [C:1]([O:8][CH3:9])(=[O:7])/[CH:2]=[CH:3]/[C:4]([O:6][CH2:16][CH2:15][O:14][C:12](=[O:13])[CH:11]([CH3:18])[CH3:10])=[O:5]. The yield is 0.890. (2) The reactants are [Cl:1][C:2]1[C:7]([C:8]2[C:13]([F:14])=[CH:12][C:11]([F:15])=[CH:10][C:9]=2[F:16])=[C:6](Cl)[N:5]=[C:4]([C:18]2[CH:23]=[N:22][CH:21]=[CH:20][N:19]=2)[N:3]=1.[F:24][C:25]([F:30])([F:29])[C@@H:26]([NH2:28])[CH3:27].CN(C)C=O. No catalyst specified. The product is [Cl:1][C:2]1[N:3]=[C:4]([C:18]2[CH:23]=[N:22][CH:21]=[CH:20][N:19]=2)[N:5]=[C:6]([NH:28][C@@H:26]([CH3:27])[C:25]([F:30])([F:29])[F:24])[C:7]=1[C:8]1[C:9]([F:16])=[CH:10][C:11]([F:15])=[CH:12][C:13]=1[F:14]. The yield is 0.180. (3) The reactants are C[O:2][C:3]1[CH:12]=[C:11]2[C:6]([CH2:7][CH2:8][CH2:9][C:10]2=[O:13])=[CH:5][CH:4]=1. The catalyst is Br. The product is [OH:2][C:3]1[CH:12]=[C:11]2[C:6]([CH2:7][CH2:8][CH2:9][C:10]2=[O:13])=[CH:5][CH:4]=1. The yield is 1.00. (4) The yield is 0.680. The reactants are [NH2:1][C:2]1[CH:7]=[C:6]([C:8]#[N:9])[CH:5]=[CH:4][N:3]=1.Cl.[NH2:11][OH:12].C(=O)([O-])[O-].[Na+].[Na+]. The product is [NH2:1][C:2]1[CH:7]=[C:6]([C:8]([NH:11][OH:12])=[NH:9])[CH:5]=[CH:4][N:3]=1. The catalyst is O.C(O)C.